From a dataset of Full USPTO retrosynthesis dataset with 1.9M reactions from patents (1976-2016). Predict the reactants needed to synthesize the given product. (1) Given the product [Br:15][C:13]1[C:12]2[C:7](=[CH:8][C:9]([Cl:16])=[CH:10][CH:11]=2)[N:6]=[C:5]([O:2][CH3:1])[CH:14]=1, predict the reactants needed to synthesize it. The reactants are: [CH3:1][O-:2].[Na+].Br[C:5]1[CH:14]=[C:13]([Br:15])[C:12]2[C:7](=[CH:8][C:9]([Cl:16])=[CH:10][CH:11]=2)[N:6]=1. (2) Given the product [CH3:15][O:14][N:13]=[C:11]1[CH2:10][C@@H:9]([C:16]2[O:18][N:44]=[C:36]([CH2:37][S:38][C:39]3[S:40][CH:41]=[CH:42][CH:43]=3)[N:35]=2)[N:8]([C:6]([C:31]2[CH:30]=[CH:29][C:28]([C:19]3[CH:20]=[CH:21][CH:22]=[CH:23][CH:24]=3)=[CH:33][CH:32]=2)=[O:7])[CH2:12]1, predict the reactants needed to synthesize it. The reactants are: C(O[C:6]([N:8]1[CH2:12][C:11](=[N:13][O:14][CH3:15])[CH2:10][C@H:9]1[C:16]([OH:18])=O)=[O:7])(C)(C)C.[C:19]1([C:28]2[CH:33]=[CH:32][CH:31]=[CH:30][CH:29]=2)[CH:24]=[CH:23][C:22](C(Cl)=O)=[CH:21][CH:20]=1.O[N:35]=[C:36]([NH2:44])[CH2:37][S:38][C:39]1[S:40][CH:41]=[CH:42][CH:43]=1. (3) The reactants are: [CH3:1][O:2][C:3]1[CH:4]=[CH:5][C:6]2[O:10][CH:9]=[CH:8][C:7]=2[CH:11]=1.C([Li])CCC.CCCCCC.[C:23]1([CH2:29][CH:30]=[O:31])[CH:28]=[CH:27][CH:26]=[CH:25][CH:24]=1. Given the product [OH:31][CH:30]([C:9]1[O:10][C:6]2[CH:5]=[CH:4][C:3]([O:2][CH3:1])=[CH:11][C:7]=2[CH:8]=1)[CH2:29][C:23]1[CH:28]=[CH:27][CH:26]=[CH:25][CH:24]=1, predict the reactants needed to synthesize it. (4) Given the product [O:23]=[C:8]1[CH2:9][NH:10][CH2:11][CH2:12][N:7]1[CH2:6][CH2:5][C:4]([O:3][CH2:1][CH3:2])=[O:24], predict the reactants needed to synthesize it. The reactants are: [CH2:1]([O:3][C:4](=[O:24])[CH2:5][CH2:6][N:7]1[CH2:12][CH2:11][N:10](C(OCC2C=CC=CC=2)=O)[CH2:9][C:8]1=[O:23])[CH3:2]. (5) The reactants are: O.[CH3:2][O:3][C:4]1[CH:9]=[C:8]([N+:10]([O-:12])=[O:11])[CH:7]=[CH:6][C:5]=1[C:13]1[O:17][CH:16]=[N:15][C:14]=1[C:18]([OH:20])=[O:19]. Given the product [CH3:2][O:3][C:4]1[CH:9]=[C:8]([N+:10]([O-:12])=[O:11])[CH:7]=[CH:6][C:5]=1[C:13]1[O:17][CH:16]=[N:15][C:14]=1[C:18]([OH:20])=[O:19].[CH3:2][O:3][C:4]1[CH:9]=[C:8]([N+:10]([O-:12])=[O:11])[CH:7]=[CH:6][C:5]=1[C:13]1[O:17][CH:16]=[N:15][CH:14]=1, predict the reactants needed to synthesize it.